This data is from Reaction yield outcomes from USPTO patents with 853,638 reactions. The task is: Predict the reaction yield, written as a fraction of the theoretical maximum amount of product (1.0 means a 100% yield; for example, 0.34 means a 34% yield). (1) The reactants are [OH:1][CH:2]1[C:27]2[C:19](=[CH:20][C:21]3[O:25][CH2:24][O:23][C:22]=3[CH:26]=2)[C:4]2([C:12]3[C:7](=[CH:8][CH:9]=[CH:10][CH:11]=3)[N:6]([CH2:13][CH2:14][CH2:15][CH2:16][CH3:17])[C:5]2=[O:18])[CH2:3]1.[H-].[Na+].I[CH3:31].O. The catalyst is C1COCC1. The product is [CH3:31][O:1][CH:2]1[C:27]2[C:19](=[CH:20][C:21]3[O:25][CH2:24][O:23][C:22]=3[CH:26]=2)[C:4]2([C:12]3[C:7](=[CH:8][CH:9]=[CH:10][CH:11]=3)[N:6]([CH2:13][CH2:14][CH2:15][CH2:16][CH3:17])[C:5]2=[O:18])[CH2:3]1. The yield is 0.570. (2) The reactants are [Br:1][C:2]1[C:7]([F:8])=[CH:6][C:5]([N:9]2[C:18]3[C:13](=[CH:14][C:15]([S:19]([N:22]([C:32]4[CH:36]=[CH:35][O:34][N:33]=4)CC4C=CC(OC)=CC=4)(=[O:21])=[O:20])=[CH:16][CH:17]=3)[CH:12]=[CH:11][C:10]2=[O:37])=[C:4]([O:38][CH2:39][C:40]#[N:41])[CH:3]=1.FC(F)(F)S(O)(=O)=O. The catalyst is C(Cl)Cl. The product is [Br:1][C:2]1[C:7]([F:8])=[CH:6][C:5]([N:9]2[C:18]3[C:13](=[CH:14][C:15]([S:19]([NH:22][C:32]4[CH:36]=[CH:35][O:34][N:33]=4)(=[O:20])=[O:21])=[CH:16][CH:17]=3)[CH:12]=[CH:11][C:10]2=[O:37])=[C:4]([O:38][CH2:39][C:40]#[N:41])[CH:3]=1. The yield is 0.120. (3) The reactants are [CH:1]([C:4]1[CH:10]=[CH:9][C:7]([NH2:8])=[CH:6][CH:5]=1)([CH3:3])[CH3:2].Cl[C:12]([O:14][C:15]1[CH:20]=[CH:19][C:18]([N+:21]([O-:23])=[O:22])=[CH:17][CH:16]=1)=[O:13]. The catalyst is C(Cl)Cl.N1C=CC=CC=1. The product is [N+:21]([C:18]1[CH:17]=[CH:16][C:15]([O:14][C:12](=[O:13])[NH:8][C:7]2[CH:9]=[CH:10][C:4]([CH:1]([CH3:3])[CH3:2])=[CH:5][CH:6]=2)=[CH:20][CH:19]=1)([O-:23])=[O:22]. The yield is 0.950. (4) The reactants are [N:1]1([C:7]([C:9]2[CH2:14][NH:13][C:12]([C:15]3[CH:20]=[CH:19][C:18]([OH:21])=[CH:17][CH:16]=3)=[CH:11][CH:10]=2)=[O:8])[CH2:6][CH2:5][O:4][CH2:3][CH2:2]1.[I-:22].[Na+].[OH-].[Na+].Cl[O-].[Na+]. The catalyst is CO. The product is [I:22][C:17]1[CH:16]=[C:15]([C:12]2[CH:11]=[CH:10][C:9]([C:7]([N:1]3[CH2:6][CH2:5][O:4][CH2:3][CH2:2]3)=[O:8])=[CH:14][N:13]=2)[CH:20]=[CH:19][C:18]=1[OH:21]. The yield is 0.610. (5) The reactants are [CH3:1][C:2]([CH3:9])([CH3:8])[C:3](=O)[CH2:4][C:5]#[N:6].[ClH:10].[CH3:11][O:12][C:13]1[CH:18]=[CH:17][C:16]([NH:19][NH2:20])=[CH:15][CH:14]=1. The catalyst is CO. The product is [ClH:10].[C:2]([C:3]1[CH:4]=[C:5]([NH2:6])[N:19]([C:16]2[CH:17]=[CH:18][C:13]([O:12][CH3:11])=[CH:14][CH:15]=2)[N:20]=1)([CH3:9])([CH3:8])[CH3:1]. The yield is 0.960.